Dataset: Full USPTO retrosynthesis dataset with 1.9M reactions from patents (1976-2016). Task: Predict the reactants needed to synthesize the given product. (1) Given the product [CH3:6][NH:8][C@H:9]([C:13]([NH2:19])=[O:15])[CH2:10][O:11][CH3:12], predict the reactants needed to synthesize it. The reactants are: C(O[C:6]([N:8](C)[C@H:9]([C:13]([OH:15])=O)[CH2:10][O:11][CH3:12])=O)(C)(C)C.C([N:19](CC)CC)C.ClC(OCC)=O.[OH-].[NH4+].[Cl-].[NH4+]. (2) Given the product [C:27]([O:26][C:24]([NH:12][C@H:11]([C:13]([OH:15])=[O:14])[CH2:10][CH2:9][O:8][Si:1]([C:4]([CH3:6])([CH3:7])[CH3:5])([CH3:3])[CH3:2])=[O:23])([CH3:30])([CH3:29])[CH3:28], predict the reactants needed to synthesize it. The reactants are: [Si:1]([O:8][CH2:9][CH2:10][C@@H:11]([C:13]([OH:15])=[O:14])[NH2:12])([C:4]([CH3:7])([CH3:6])[CH3:5])([CH3:3])[CH3:2].CCN(CC)CC.[O:23](C(OC(C)(C)C)=O)[C:24]([O:26][C:27]([CH3:30])([CH3:29])[CH3:28])=O. (3) Given the product [C:16]([C:15]1[NH:7][C:8]2=[CH:9][N:10]=[C:11]([Cl:20])[CH:12]=[C:13]2[CH:14]=1)([CH3:19])([CH3:18])[CH3:17], predict the reactants needed to synthesize it. The reactants are: C(OC(=O)[NH:7][C:8]1[CH:9]=[N:10][C:11]([Cl:20])=[CH:12][C:13]=1[C:14]#[C:15][C:16]([CH3:19])([CH3:18])[CH3:17])(C)(C)C.CCCC[N+](CCCC)(CCCC)CCCC.[F-].